From a dataset of Full USPTO retrosynthesis dataset with 1.9M reactions from patents (1976-2016). Predict the reactants needed to synthesize the given product. (1) Given the product [CH3:1][O:2][C:3]([C:5]1[S:9][C:8]2[CH:10]=[C:11]([C:25]3[S:24][CH:28]=[CH:27][CH:26]=3)[CH:12]=[CH:13][C:7]=2[C:6]=1[O:15][CH2:16][C:17]([O:19][C:20]([CH3:23])([CH3:22])[CH3:21])=[O:18])=[O:4], predict the reactants needed to synthesize it. The reactants are: [CH3:1][O:2][C:3]([C:5]1[S:9][C:8]2[CH:10]=[C:11](Cl)[CH:12]=[CH:13][C:7]=2[C:6]=1[O:15][CH2:16][C:17]([O:19][C:20]([CH3:23])([CH3:22])[CH3:21])=[O:18])=[O:4].[S:24]1[CH:28]=[CH:27][CH:26]=[C:25]1B(O)O.[F-].[K+]. (2) The reactants are: [F:1][CH2:2][CH:3]1[CH2:8][CH2:7][N:6]([C:9](Cl)=[O:10])[CH2:5][CH2:4]1.Cl.[O:13]1[C:19]2[CH:20]=[CH:21][C:22]([C:24]3[CH:25]=[C:26]4[NH:32][C:31]([NH:33][C:34](=[O:37])[O:35][CH3:36])=[N:30][C:27]4=[N:28][CH:29]=3)=[CH:23][C:18]=2[CH2:17][NH:16][CH2:15][CH2:14]1.C(N(C(C)C)CC)(C)C. Given the product [F:1][CH2:2][CH:3]1[CH2:8][CH2:7][N:6]([C:9]([N:16]2[CH2:17][C:18]3[CH:23]=[C:22]([C:24]4[CH:25]=[C:26]5[NH:32][C:31]([NH:33][C:34](=[O:37])[O:35][CH3:36])=[N:30][C:27]5=[N:28][CH:29]=4)[CH:21]=[CH:20][C:19]=3[O:13][CH2:14][CH2:15]2)=[O:10])[CH2:5][CH2:4]1, predict the reactants needed to synthesize it. (3) Given the product [Br:14][C:15]1[CH:20]=[CH:19][C:18]([NH:21][C:22]([NH:10][C:9]2[C:8]([C:11]#[N:12])=[C:7]([CH3:13])[NH:6][C:5]=2[C:3]([O:2][CH3:1])=[O:4])=[O:23])=[CH:17][CH:16]=1, predict the reactants needed to synthesize it. The reactants are: [CH3:1][O:2][C:3]([C:5]1[NH:6][C:7]([CH3:13])=[C:8]([C:11]#[N:12])[C:9]=1[NH2:10])=[O:4].[Br:14][C:15]1[CH:20]=[CH:19][C:18]([N:21]=[C:22]=[O:23])=[CH:17][CH:16]=1.C(N(CC)CC)C. (4) Given the product [CH3:17][C:16]1[O:15][N:14]=[C:13]([C:18]2[CH:19]=[CH:20][CH:21]=[CH:22][CH:23]=2)[C:12]=1[C:11]#[C:10][C:6]1[CH:5]=[C:4]([CH:9]=[CH:8][CH:7]=1)[C:3]([OH:24])=[O:2], predict the reactants needed to synthesize it. The reactants are: C[O:2][C:3](=[O:24])[C:4]1[CH:9]=[CH:8][CH:7]=[C:6]([C:10]#[C:11][C:12]2[C:13]([C:18]3[CH:23]=[CH:22][CH:21]=[CH:20][CH:19]=3)=[N:14][O:15][C:16]=2[CH3:17])[CH:5]=1.[OH-].[Na+]. (5) Given the product [CH3:27][C:17]1[CH:22]=[CH:21][C:20]([S:23]([O:9][C:3]2[CH:4]=[C:5]([CH3:8])[CH:6]=[CH:7][C:2]=2[NH2:1])(=[O:25])=[O:24])=[CH:19][CH:18]=1, predict the reactants needed to synthesize it. The reactants are: [NH2:1][C:2]1[CH:7]=[CH:6][C:5]([CH3:8])=[CH:4][C:3]=1[OH:9].C(N(CC)CC)C.[C:17]1([CH3:27])[CH:22]=[CH:21][C:20]([S:23](Cl)(=[O:25])=[O:24])=[CH:19][CH:18]=1.O. (6) Given the product [NH2:24][C:17]1[C:18]([C:20]([F:23])([F:22])[F:21])=[C:19]2[C:11]([CH:8]3[CH2:9][CH2:10][N:5]([C:3](=[O:4])[CH:2]([CH3:1])[CH3:28])[CH2:6][CH2:7]3)=[CH:12][N:13]([CH3:27])[C:14]2=[N:15][CH:16]=1, predict the reactants needed to synthesize it. The reactants are: [CH3:1][CH:2]([CH3:28])[C:3]([N:5]1[CH2:10][CH:9]=[C:8]([C:11]2[C:19]3[C:14](=[N:15][CH:16]=[C:17]([N+:24]([O-])=O)[C:18]=3[C:20]([F:23])([F:22])[F:21])[N:13]([CH3:27])[CH:12]=2)[CH2:7][CH2:6]1)=[O:4].[H][H]. (7) Given the product [NH2:1][C:4]1[CH:5]=[CH:6][C:7]([CH2:10][C:11]([O:13][CH2:14][CH3:15])=[O:12])=[N:8][CH:9]=1, predict the reactants needed to synthesize it. The reactants are: [N+:1]([C:4]1[CH:5]=[CH:6][C:7]([CH2:10][C:11]([O:13][CH2:14][CH3:15])=[O:12])=[N:8][CH:9]=1)([O-])=O.[H][H]. (8) Given the product [NH2:1][CH:4]([C:6]1[C:7]([O:20][CH2:21][CH3:22])=[C:8]([CH:14]2[CH2:18][NH:17][C:16](=[O:19])[CH2:15]2)[C:9]([F:13])=[C:10]([Cl:12])[CH:11]=1)[CH3:5], predict the reactants needed to synthesize it. The reactants are: [N:1]([CH:4]([C:6]1[C:7]([O:20][CH2:21][CH3:22])=[C:8]([CH:14]2[CH2:18][NH:17][C:16](=[O:19])[CH2:15]2)[C:9]([F:13])=[C:10]([Cl:12])[CH:11]=1)[CH3:5])=[N+]=[N-].CP(C)C. (9) Given the product [NH:33]1[C:29]2=[N:30][CH:31]=[CH:32][C:27]([C:25]3[CH:24]=[N:23][N:22]([C:11]4([CH2:10][C:8]#[N:9])[CH2:12][NH:13][CH2:14]4)[CH:26]=3)=[C:28]2[CH:35]=[CH:34]1.[C:3]([OH:5])([C:2]([F:7])([F:6])[F:1])=[O:4], predict the reactants needed to synthesize it. The reactants are: [F:1][C:2]([F:7])([F:6])[C:3]([OH:5])=[O:4].[C:8]([CH2:10][C:11]1([N:22]2[CH:26]=[C:25]([C:27]3[CH:32]=[CH:31][N:30]=[C:29]4[NH:33][CH:34]=[CH:35][C:28]=34)[CH:24]=[N:23]2)[CH2:14][N:13](C(OC(C)(C)C)=O)[CH2:12]1)#[N:9]. (10) Given the product [Cl:1][C:2]1[N:3]=[C:4]([CH2:10][OH:11])[CH:5]=[C:6]([I:9])[C:7]=1[O:8][CH2:17][C:16]([CH3:18])=[CH2:15], predict the reactants needed to synthesize it. The reactants are: [Cl:1][C:2]1[C:7]([OH:8])=[C:6]([I:9])[CH:5]=[C:4]([CH2:10][OH:11])[N:3]=1.[H-].[Na+].Br[CH2:15][C:16]([CH3:18])=[CH2:17].